Predict which catalyst facilitates the given reaction. From a dataset of Catalyst prediction with 721,799 reactions and 888 catalyst types from USPTO. Reactant: [C:1]([O:5][CH2:6][CH2:7]O)([CH3:4])([CH3:3])[CH3:2].CC(OI1(OC(C)=O)(OC(C)=O)OC(=O)C2C=CC=CC1=2)=O.[NH2:31][C:32]1[N:40]=[CH:39][C:38]([Cl:41])=[CH:37][C:33]=1[C:34]([OH:36])=[O:35].C(O)(=O)C.C(O[BH-](OC(=O)C)OC(=O)C)(=O)C.[Na+]. The catalyst class is: 26. Product: [C:1]([O:5][CH2:6][CH2:7][NH:31][C:32]1[N:40]=[CH:39][C:38]([Cl:41])=[CH:37][C:33]=1[C:34]([OH:36])=[O:35])([CH3:2])([CH3:3])[CH3:4].